The task is: Predict the reactants needed to synthesize the given product.. This data is from Full USPTO retrosynthesis dataset with 1.9M reactions from patents (1976-2016). (1) Given the product [Br:1][C:2]1[C:7]([OH:8])=[CH:6][C:5]([CH:10]=[CH:11][C:12]2[CH:13]=[CH:14][CH:15]=[CH:16][CH:17]=2)=[CH:4][C:3]=1[OH:18], predict the reactants needed to synthesize it. The reactants are: [Br:1][C:2]1[C:7]([O:8]C)=[CH:6][C:5]([CH:10]=[CH:11][C:12]2[CH:17]=[CH:16][CH:15]=[CH:14][CH:13]=2)=[CH:4][C:3]=1[O:18]C.B(Br)(Br)Br. (2) The reactants are: CN(C)[CH:3]=[CH:4][C:5]([C:7]1[S:11][C:10]([N:12]=CN(C)C)=[N:9][C:8]=1[CH3:17])=O.[CH3:19][O:20][C:21]1[CH:22]=[C:23]([NH:31][C:32]([NH2:34])=[NH:33])[CH:24]=[C:25]([O:29][CH3:30])[C:26]=1[O:27][CH3:28]. Given the product [NH2:12][C:10]1[S:11][C:7]([C:5]2[CH:4]=[CH:3][N:34]=[C:32]([NH:31][C:23]3[CH:24]=[C:25]([O:29][CH3:30])[C:26]([O:27][CH3:28])=[C:21]([O:20][CH3:19])[CH:22]=3)[N:33]=2)=[C:8]([CH3:17])[N:9]=1, predict the reactants needed to synthesize it. (3) Given the product [NH:79]([C:12]1[CH:11]=[C:10]([N:1]2[C:5]3[CH:6]=[CH:7][CH:8]=[CH:9][C:4]=3[N:3]=[CH:2]2)[S:14][C:13]=1[C:15]([O:17][CH3:18])=[O:16])[C:80]1[CH:85]=[CH:84][CH:83]=[CH:82][CH:81]=1, predict the reactants needed to synthesize it. The reactants are: [N:1]1([C:10]2[S:14][C:13]([C:15]([O:17][CH3:18])=[O:16])=[C:12](OS(C(F)(F)F)(=O)=O)[CH:11]=2)[C:5]2[CH:6]=[CH:7][CH:8]=[CH:9][C:4]=2[N:3]=[CH:2]1.C(=O)([O-])[O-].[Cs+].[Cs+].C1(P(C2C=CC=CC=2)C2C=CC3C(=CC=CC=3)C=2C2C3C(=CC=CC=3)C=CC=2P(C2C=CC=CC=2)C2C=CC=CC=2)C=CC=CC=1.[NH2:79][C:80]1[CH:85]=[CH:84][CH:83]=[CH:82][CH:81]=1. (4) Given the product [NH2:8][C:5]1[CH:6]=[CH:7][C:2]([Br:1])=[CH:3][C:4]=1[OH:11], predict the reactants needed to synthesize it. The reactants are: [Br:1][C:2]1[CH:3]=[C:4]([OH:11])[C:5]([N+:8]([O-])=O)=[CH:6][CH:7]=1.S(S([O-])=O)([O-])=O.[Na+].[Na+].Cl. (5) Given the product [NH2:1][C:4]1[CH:5]=[CH:6][C:7]2[C:8]3[N:16]=[C:15]([C:17]4[CH:22]=[CH:21][CH:20]=[C:19]([C:23]([F:26])([F:25])[F:24])[CH:18]=4)[CH:14]=[C:13]([C:27]([NH2:29])=[O:28])[C:9]=3[NH:10][C:11]=2[CH:12]=1, predict the reactants needed to synthesize it. The reactants are: [N+:1]([C:4]1[CH:5]=[CH:6][C:7]2[C:8]3[N:16]=[C:15]([C:17]4[CH:22]=[CH:21][CH:20]=[C:19]([C:23]([F:26])([F:25])[F:24])[CH:18]=4)[CH:14]=[C:13]([C:27]([NH2:29])=[O:28])[C:9]=3[NH:10][C:11]=2[CH:12]=1)([O-])=O. (6) Given the product [OH:26][N:25]=[C:16]([C:13]1[S:12][C:11]([N:8]2[CH2:9][CH2:10][CH:6]([O:5][C:4]3[CH:18]=[CH:19][CH:20]=[CH:21][C:3]=3[C:2]([F:23])([F:1])[F:22])[CH2:7]2)=[N:15][CH:14]=1)[NH2:17], predict the reactants needed to synthesize it. The reactants are: [F:1][C:2]([F:23])([F:22])[C:3]1[CH:21]=[CH:20][CH:19]=[CH:18][C:4]=1[O:5][CH:6]1[CH2:10][CH2:9][N:8]([C:11]2[S:12][C:13]([C:16]#[N:17])=[CH:14][N:15]=2)[CH2:7]1.Cl.[NH2:25][OH:26].C(=O)([O-])[O-].[Na+].[Na+].